From a dataset of Reaction yield outcomes from USPTO patents with 853,638 reactions. Predict the reaction yield, written as a fraction of the theoretical maximum amount of product (1.0 means a 100% yield; for example, 0.34 means a 34% yield). The reactants are [CH2:1](Br)[C:2]1[CH:7]=[CH:6][CH:5]=[CH:4][CH:3]=1.[C:9]([O:13][C:14]([N:16]1[CH2:20][CH2:19][CH:18]([C:21](=[O:30])[C:22]2[CH:27]=[CH:26][C:25]([Cl:28])=[C:24]([Cl:29])[CH:23]=2)[CH2:17]1)=[O:15])([CH3:12])([CH3:11])[CH3:10].C[Si]([N-][Si](C)(C)C)(C)C.[Li+]. The catalyst is C1COCC1. The product is [C:9]([O:13][C:14]([N:16]1[CH2:20][CH2:19][C:18]([CH2:1][C:2]2[CH:7]=[CH:6][CH:5]=[CH:4][CH:3]=2)([C:21](=[O:30])[C:22]2[CH:27]=[CH:26][C:25]([Cl:28])=[C:24]([Cl:29])[CH:23]=2)[CH2:17]1)=[O:15])([CH3:12])([CH3:10])[CH3:11]. The yield is 0.230.